Dataset: Catalyst prediction with 721,799 reactions and 888 catalyst types from USPTO. Task: Predict which catalyst facilitates the given reaction. (1) Reactant: [C:1]([C:5]1[CH:12]=[CH:11][C:8]([CH:9]=O)=[CH:7][CH:6]=1)([CH3:4])([CH3:3])[CH3:2].[Cl:13][C:14]1[CH:15]=[C:16]([CH2:20][CH2:21][NH2:22])[CH:17]=[CH:18][CH:19]=1.[BH4-].[Na+]. Product: [C:1]([C:5]1[CH:12]=[CH:11][C:8]([CH2:9][NH:22][CH2:21][CH2:20][C:16]2[CH:17]=[CH:18][CH:19]=[C:14]([Cl:13])[CH:15]=2)=[CH:7][CH:6]=1)([CH3:4])([CH3:3])[CH3:2]. The catalyst class is: 240. (2) Reactant: Cl.[NH2:2][CH2:3][CH2:4][NH:5][C:6](=[O:13])/[CH:7]=[CH:8]/[C:9]([O:11][CH3:12])=[O:10].[C:14](O)(=[O:34])[CH2:15][CH2:16][CH2:17]/[CH:18]=[CH:19]\[CH2:20]/[CH:21]=[CH:22]\[CH2:23]/[CH:24]=[CH:25]\[CH2:26]/[CH:27]=[CH:28]\[CH2:29]/[CH:30]=[CH:31]\[CH2:32][CH3:33].CN(C(ON1N=NC2C=CC=NC1=2)=[N+](C)C)C.F[P-](F)(F)(F)(F)F.CCN(C(C)C)C(C)C. Product: [C:14]([NH:2][CH2:3][CH2:4][NH:5][C:6](=[O:13])/[CH:7]=[CH:8]/[C:9]([O:11][CH3:12])=[O:10])(=[O:34])[CH2:15][CH2:16][CH2:17]/[CH:18]=[CH:19]\[CH2:20]/[CH:21]=[CH:22]\[CH2:23]/[CH:24]=[CH:25]\[CH2:26]/[CH:27]=[CH:28]\[CH2:29]/[CH:30]=[CH:31]\[CH2:32][CH3:33]. The catalyst class is: 210. (3) Reactant: [CH2:1]([NH:8][C:9]([CH3:14])([CH2:11][CH:12]=[CH2:13])[CH3:10])[C:2]1[CH:7]=[CH:6][CH:5]=[CH:4][CH:3]=1.C(=O)([O-])[O-].[K+].[K+].Br[CH2:22][C:23](=[CH2:29])[C:24]([O:26][CH2:27][CH3:28])=[O:25]. Product: [CH2:1]([N:8]([CH2:29][C:23](=[CH2:22])[C:24]([O:26][CH2:27][CH3:28])=[O:25])[C:9]([CH3:14])([CH2:11][CH:12]=[CH2:13])[CH3:10])[C:2]1[CH:7]=[CH:6][CH:5]=[CH:4][CH:3]=1. The catalyst class is: 10.